This data is from Reaction yield outcomes from USPTO patents with 853,638 reactions. The task is: Predict the reaction yield, written as a fraction of the theoretical maximum amount of product (1.0 means a 100% yield; for example, 0.34 means a 34% yield). (1) The product is [CH:1]([C:4]1[N:5]=[C:6]([Sn:18]([CH2:19][CH2:20][CH2:21][CH3:22])([CH2:23][CH2:24][CH2:25][CH3:26])[CH2:14][CH2:15][CH2:16][CH3:17])[S:7][CH:8]=1)([CH3:3])[CH3:2]. The catalyst is C1COCC1. The reactants are [CH:1]([C:4]1[N:5]=[CH:6][S:7][CH:8]=1)([CH3:3])[CH3:2].[Li]CCCC.[CH2:14]([Sn:18](Cl)([CH2:23][CH2:24][CH2:25][CH3:26])[CH2:19][CH2:20][CH2:21][CH3:22])[CH2:15][CH2:16][CH3:17].O. The yield is 0.550. (2) The reactants are C(=O)([O-])[O-].[K+].[K+].Br[CH2:8][C:9]([C:11]1[CH:16]=[CH:15][CH:14]=[C:13]([C:17]([F:20])([F:19])[F:18])[CH:12]=1)=[O:10].[CH3:21][CH:22]1[CH2:27][C:26](=[O:28])[CH2:25][C:24](=[O:29])[CH2:23]1.Cl. The catalyst is C(Cl)(Cl)Cl.O. The product is [OH:29][C:24]1[CH2:23][CH:22]([CH3:21])[CH2:27][C:26](=[O:28])[C:25]=1[CH2:8][C:9](=[O:10])[C:11]1[CH:16]=[CH:15][CH:14]=[C:13]([C:17]([F:20])([F:19])[F:18])[CH:12]=1. The yield is 0.346. (3) The reactants are [C:1]([CH2:4][C:5]1[CH:13]=[CH:12][C:8]([C:9]([OH:11])=[O:10])=[CH:7][CH:6]=1)(=[S:3])[NH2:2].[Cl:14][CH2:15][C:16]([CH2:18]Cl)=O. The catalyst is C1COCC1. The product is [Cl:14][CH2:15][C:16]1[N:2]=[C:1]([CH2:4][C:5]2[CH:13]=[CH:12][C:8]([C:9]([OH:11])=[O:10])=[CH:7][CH:6]=2)[S:3][CH:18]=1. The yield is 0.830. (4) The reactants are [H-].[Na+].[Cl:3][C:4]1[CH:9]=[C:8]([OH:10])[CH:7]=[CH:6][N:5]=1.[F:11][C:12]1[CH:17]=[C:16]([N+:18]([O-:20])=[O:19])[C:15]([F:21])=[CH:14][C:13]=1F. The catalyst is CN(C=O)C. The product is [Cl:3][C:4]1[CH:9]=[C:8]([O:10][C:13]2[CH:14]=[C:15]([F:21])[C:16]([N+:18]([O-:20])=[O:19])=[CH:17][C:12]=2[F:11])[CH:7]=[CH:6][N:5]=1. The yield is 0.630. (5) The reactants are Br[C:2]1[CH:3]=[CH:4][C:5]([O:8][CH2:9][C:10]2[C:11]([C:16]3[CH:21]=[CH:20][C:19]([F:22])=[CH:18][CH:17]=3)=[N:12][O:13][C:14]=2[CH3:15])=[N:6][CH:7]=1.C([Li])CCC.[O:28]1[CH2:31][C:30](=[O:32])[CH2:29]1.CO. The catalyst is C1COCC1. The product is [F:22][C:19]1[CH:20]=[CH:21][C:16]([C:11]2[C:10]([CH2:9][O:8][C:5]3[N:6]=[CH:7][C:2]([C:30]4([OH:32])[CH2:31][O:28][CH2:29]4)=[CH:3][CH:4]=3)=[C:14]([CH3:15])[O:13][N:12]=2)=[CH:17][CH:18]=1. The yield is 0.300. (6) The reactants are [CH:1]([CH:5]1[CH2:10][CH2:9][CH:8]([O:11][C:12]2[CH:13]=[C:14]3[C:19](=[CH:20][CH:21]=2)[CH:18]=[C:17]([C@:22]2([CH3:28])[CH2:26][O:25]C(=O)[NH:23]2)[CH:16]=[CH:15]3)[CH2:7][CH2:6]1)([CH2:3][CH3:4])[CH3:2].C(O)C.O.[OH-].[Li+].O. No catalyst specified. The product is [NH2:23][C@@:22]([C:17]1[CH:16]=[CH:15][C:14]2[C:19](=[CH:20][CH:21]=[C:12]([O:11][CH:8]3[CH2:7][CH2:6][CH:5]([CH:1]([CH2:3][CH3:4])[CH3:2])[CH2:10][CH2:9]3)[CH:13]=2)[CH:18]=1)([CH3:28])[CH2:26][OH:25]. The yield is 0.500.